This data is from Full USPTO retrosynthesis dataset with 1.9M reactions from patents (1976-2016). The task is: Predict the reactants needed to synthesize the given product. (1) Given the product [CH2:5]([O:7][C:8]([N:10]1[CH2:16][CH2:15][C:14]2[CH:18]=[CH:19][S:20][C:13]=2[CH2:12][CH2:11]1)=[O:9])[CH3:6], predict the reactants needed to synthesize it. The reactants are: [Al+3].[Cl-].[Cl-].[Cl-].[CH2:5]([O:7][C:8]([N:10]1[CH2:16][C:15](=O)[C:14]2[CH:18]=[CH:19][S:20][C:13]=2[CH2:12][CH2:11]1)=[O:9])[CH3:6]. (2) Given the product [Cl:10][C:9]1[CH:8]=[CH:7][N:6]=[C:5]2[NH:11][C:2]([C:21]3[CH:20]=[N:19][N:18]([CH:15]4[CH2:16][CH2:17][O:12][CH2:13][CH2:14]4)[CH:22]=3)=[N:3][C:4]=12, predict the reactants needed to synthesize it. The reactants are: Br[C:2]1[NH:11][C:5]2=[N:6][CH:7]=[CH:8][C:9]([Cl:10])=[C:4]2[N:3]=1.[O:12]1[CH2:17][CH2:16][CH:15]([N:18]2[CH:22]=[C:21](B3OC(C)(C)C(C)(C)O3)[CH:20]=[N:19]2)[CH2:14][CH2:13]1.C(=O)([O-])[O-].[Na+].[Na+].C([O-])(=O)C.[Na+].C(#N)C.C1(P(C2C=CC=CC=2)C2C=CC=CC=2)CCCC1. (3) Given the product [Cl:1][C:2]1[CH:10]=[C:9]2[C:5]([C:6]([C:11]([O:13][CH3:14])=[O:12])=[CH:7][NH:8]2)=[CH:4][C:3]=1[C:24]1[CH:29]=[CH:28][C:27]([O:30][CH3:31])=[C:26]([O:32][CH3:33])[CH:25]=1, predict the reactants needed to synthesize it. The reactants are: [Cl:1][C:2]1[CH:10]=[C:9]2[C:5]([C:6]([C:11]([O:13][CH3:14])=[O:12])=[CH:7][NH:8]2)=[CH:4][C:3]=1B1OCC(C)(C)CO1.Br[C:24]1[CH:25]=[C:26]([O:32][CH3:33])[C:27]([O:30][CH3:31])=[CH:28][CH:29]=1.C(=O)([O-])[O-].[K+].[K+].O. (4) Given the product [C:62]([NH:65][C@@H:68]([C:69]1[CH:70]=[CH:71][CH:72]=[CH:73][CH:74]=1)[C@@H:67]([OH:25])[C:66]([O:76][CH:77]([CH3:79])[CH3:78])=[O:75])(=[O:64])[CH3:63], predict the reactants needed to synthesize it. The reactants are: O.[OH-].[Li+].CC[C@H]1[C@H]2C[C@H]([C@H](OC3C4C(=CC=CC=4)C(O[C@H](C4C=CN=C5C=4C=C(OC)C=C5)[C@@H]4N5C[C@H](CC)[C@@H](CC5)C4)=NN=3)C3C=CN=C4C=3C=C([O:25]C)C=C4)N(CC2)C1.[C:62]([NH2:65])(=[O:64])[CH3:63].[C:66]([O:76][CH:77]([CH3:79])[CH3:78])(=[O:75])[CH:67]=[CH:68][C:69]1[CH:74]=[CH:73][CH:72]=[CH:71][CH:70]=1.BrNC(=O)C. (5) The reactants are: Br[C:2]1[CH:3]=[C:4]2[C:8](=[CH:9][CH:10]=1)[CH2:7][N:6](C(OC(C)(C)C)=O)[CH2:5]2.C([O-])(=O)C.[K+].CC1(C)C(C)(C)OB(B2OC(C)(C)C(C)(C)O2)O1.Br[C:42]1[S:43][C:44]([C:47]2[CH:52]=[CH:51][C:50]([O:53][CH:54]([CH3:56])[CH3:55])=[C:49]([Cl:57])[CH:48]=2)=[N:45][N:46]=1.C([O-])(O)=O.[Na+].[F:63][C:64]([F:69])([F:68])[C:65]([OH:67])=[O:66]. Given the product [F:63][C:64]([F:69])([F:68])[C:65]([OH:67])=[O:66].[Cl:57][C:49]1[CH:48]=[C:47]([C:44]2[S:43][C:42]([C:2]3[CH:3]=[C:4]4[C:8](=[CH:9][CH:10]=3)[CH2:7][NH:6][CH2:5]4)=[N:46][N:45]=2)[CH:52]=[CH:51][C:50]=1[O:53][CH:54]([CH3:55])[CH3:56], predict the reactants needed to synthesize it. (6) The reactants are: [CH2:1]([C:3]1[C:11]2[C:6](=[CH:7][CH:8]=[CH:9][C:10]=2[NH:12][C:13]([C:15]2[N:19]3[CH:20]=[CH:21][CH:22]=[CH:23][C:18]3=[N:17][CH:16]=2)=[O:14])[N:5]([CH2:24][C:25]2[CH:30]=[CH:29][CH:28]=[C:27]([CH:31]=[CH2:32])[N:26]=2)[N:4]=1)[CH3:2]. Given the product [CH2:1]([C:3]1[C:11]2[C:6](=[CH:7][CH:8]=[CH:9][C:10]=2[NH:12][C:13]([C:15]2[N:19]3[CH:20]=[CH:21][CH:22]=[CH:23][C:18]3=[N:17][CH:16]=2)=[O:14])[N:5]([CH2:24][C:25]2[CH:30]=[CH:29][CH:28]=[C:27]([CH2:31][CH3:32])[N:26]=2)[N:4]=1)[CH3:2], predict the reactants needed to synthesize it. (7) Given the product [CH2:33]([O:35][C:36](=[O:48])[CH2:37][CH2:38][N:39]([C:9](=[O:11])[CH2:8][C:4]1[CH:3]=[C:2]([CH3:1])[CH:7]=[CH:6][N:5]=1)[CH2:40][CH2:41][C:42]1[CH:47]=[CH:46][CH:45]=[CH:44][CH:43]=1)[CH3:34], predict the reactants needed to synthesize it. The reactants are: [CH3:1][C:2]1[CH:7]=[CH:6][N:5]=[C:4]([CH2:8][C:9]([OH:11])=O)[CH:3]=1.C(N1C=CN=C1)(N1C=CN=C1)=O.CCN(C(C)C)C(C)C.[CH2:33]([O:35][C:36](=[O:48])[CH2:37][CH2:38][NH:39][CH2:40][CH2:41][C:42]1[CH:47]=[CH:46][CH:45]=[CH:44][CH:43]=1)[CH3:34].